Dataset: Catalyst prediction with 721,799 reactions and 888 catalyst types from USPTO. Task: Predict which catalyst facilitates the given reaction. (1) Reactant: [CH3:1][NH:2][CH3:3].[Cl:4][CH2:5][C:6]1[N:7]=[C:8]([C:13]2[C:21]3[C:16](=[C:17]([O:22][CH3:23])[CH:18]=[CH:19][CH:20]=3)[N:15]([CH2:24][CH:25]3[CH2:30][CH2:29][CH2:28][CH2:27][CH2:26]3)[CH:14]=2)[S:9][C:10]=1[CH2:11][CH3:12].C(=O)([O-])[O-].[K+].[K+].[I-].[Na+]. Product: [ClH:4].[CH:25]1([CH2:24][N:15]2[C:16]3[C:21](=[CH:20][CH:19]=[CH:18][C:17]=3[O:22][CH3:23])[C:13]([C:8]3[S:9][C:10]([CH2:11][CH3:12])=[C:6]([CH2:5][N:2]([CH3:3])[CH3:1])[N:7]=3)=[CH:14]2)[CH2:26][CH2:27][CH2:28][CH2:29][CH2:30]1. The catalyst class is: 10. (2) Reactant: [CH2:1]([O:3][C:4](=[O:35])[CH:5]([O:32][CH2:33][CH3:34])[CH2:6][C:7]1[CH:12]=[CH:11][C:10]([O:13][CH2:14][C:15]2[O:16][C:17]([C:21]3[CH:26]=[CH:25][C:24]([O:27][C:28]([F:31])([F:30])[F:29])=[CH:23][CH:22]=3)=[C:18](Br)[N:19]=2)=[CH:9][CH:8]=1)[CH3:2].[CH:36]([O:39][C:40]1[N:45]=[CH:44][C:43](B(O)O)=[CH:42][N:41]=1)([CH3:38])[CH3:37].C(=O)([O-])[O-].[K+].[K+]. Product: [CH2:1]([O:3][C:4](=[O:35])[CH:5]([O:32][CH2:33][CH3:34])[CH2:6][C:7]1[CH:12]=[CH:11][C:10]([O:13][CH2:14][C:15]2[O:16][C:17]([C:21]3[CH:26]=[CH:25][C:24]([O:27][C:28]([F:31])([F:30])[F:29])=[CH:23][CH:22]=3)=[C:18]([C:43]3[CH:42]=[N:41][C:40]([O:39][CH:36]([CH3:38])[CH3:37])=[N:45][CH:44]=3)[N:19]=2)=[CH:9][CH:8]=1)[CH3:2]. The catalyst class is: 149. (3) Reactant: [F:1][C:2]1[CH:32]=[CH:31][C:5]([CH2:6][NH:7][C:8]([C:10]2[N:11]=[C:12]3[N:17]([C:18](=[O:28])[C:19]=2[O:20][CH2:21][C:22]2[CH:27]=[CH:26][CH:25]=[CH:24][CH:23]=2)[CH2:16][CH2:15][O:14][C:13]3([CH3:30])[CH3:29])=[O:9])=[C:4]([C:33]2[NH:37][N:36]=[CH:35][CH:34]=2)[CH:3]=1.IC.[C:40](=O)([O-])[O-].[K+].[K+]. Product: [F:1][C:2]1[CH:32]=[CH:31][C:5]([CH2:6][NH:7][C:8]([C:10]2[N:11]=[C:12]3[N:17]([C:18](=[O:28])[C:19]=2[O:20][CH2:21][C:22]2[CH:23]=[CH:24][CH:25]=[CH:26][CH:27]=2)[CH2:16][CH2:15][O:14][C:13]3([CH3:30])[CH3:29])=[O:9])=[C:4]([C:33]2[CH:34]=[CH:35][N:36]([CH3:40])[N:37]=2)[CH:3]=1. The catalyst class is: 42. (4) Reactant: [Cl:1][C:2]1[C:3]([NH:18][CH:19]2[CH2:21][CH2:20]2)=[N:4][C:5]([NH:8][C:9]2[CH:14]=[CH:13][C:12]([C:15](=[O:17])[CH3:16])=[CH:11][CH:10]=2)=[N:6][CH:7]=1.[CH2:22](O)[CH2:23][OH:24].C1(C)C=CC(S(O)(=O)=O)=CC=1.O. Product: [Cl:1][C:2]1[C:3]([NH:18][CH:19]2[CH2:21][CH2:20]2)=[N:4][C:5]([NH:8][C:9]2[CH:10]=[CH:11][C:12]([C:15]3([CH3:16])[O:24][CH2:23][CH2:22][O:17]3)=[CH:13][CH:14]=2)=[N:6][CH:7]=1. The catalyst class is: 133. (5) Reactant: [OH:1][C:2]1[CH:6]=[C:5]([CH2:7][CH2:8][C:9]([O:11][CH2:12][CH3:13])=[O:10])[N:4]([C:14]2[CH:19]=[CH:18][CH:17]=[CH:16][CH:15]=2)[N:3]=1.Cl[CH2:21][C:22]1[CH:41]=[CH:40][C:25]([O:26][CH2:27][C:28]2[N:29]=[C:30]([C:34]3[CH:39]=[CH:38][CH:37]=[CH:36][CH:35]=3)[O:31][C:32]=2[CH3:33])=[C:24]([O:42][CH3:43])[CH:23]=1.C(=O)([O-])[O-].[K+].[K+].CN(C)C=O. Product: [CH3:43][O:42][C:24]1[CH:23]=[C:22]([CH:41]=[CH:40][C:25]=1[O:26][CH2:27][C:28]1[N:29]=[C:30]([C:34]2[CH:39]=[CH:38][CH:37]=[CH:36][CH:35]=2)[O:31][C:32]=1[CH3:33])[CH2:21][O:1][C:2]1[CH:6]=[C:5]([CH2:7][CH2:8][C:9]([O:11][CH2:12][CH3:13])=[O:10])[N:4]([C:14]2[CH:15]=[CH:16][CH:17]=[CH:18][CH:19]=2)[N:3]=1. The catalyst class is: 6. (6) Reactant: Br[C:2]1[CH:20]=[CH:19][C:5]([CH2:6][N:7]2[CH2:12][CH2:11][O:10][CH:9]([C:13]3[CH:18]=[CH:17][CH:16]=[CH:15][CH:14]=3)[CH2:8]2)=[CH:4][CH:3]=1.B1(B2OC(C)(C)C(C)(C)O2)OC(C)(C)C(C)(C)O1.C([O-])(=O)C.[K+].C(=O)([O-])[O-].[Na+].[Na+].[Cl:50][C:51]1[S:52][CH:53]=[CH:54][C:55]=1Br. Product: [Cl:50][C:51]1[S:52][CH:53]=[CH:54][C:55]=1[C:2]1[CH:20]=[CH:19][C:5]([CH2:6][N:7]2[CH2:12][CH2:11][O:10][CH:9]([C:13]3[CH:18]=[CH:17][CH:16]=[CH:15][CH:14]=3)[CH2:8]2)=[CH:4][CH:3]=1. The catalyst class is: 128. (7) Reactant: [F:1][C@@H:2]1[CH2:7][CH2:6][NH:5][CH2:4][C@H:3]1[NH:8][P:9](=[O:16])([O:13][CH2:14][CH3:15])[O:10][CH2:11][CH3:12].[CH:17](=O)[C:18]1[CH:23]=[CH:22][CH:21]=[CH:20][CH:19]=1.C(O)(=O)C.[BH3-]C#N.[Na+]. Product: [CH2:17]([N:5]1[CH2:6][CH2:7][C@@H:2]([F:1])[C@H:3]([NH:8][P:9](=[O:16])([O:13][CH2:14][CH3:15])[O:10][CH2:11][CH3:12])[CH2:4]1)[C:18]1[CH:23]=[CH:22][CH:21]=[CH:20][CH:19]=1. The catalyst class is: 5.